From a dataset of Full USPTO retrosynthesis dataset with 1.9M reactions from patents (1976-2016). Predict the reactants needed to synthesize the given product. (1) Given the product [Br:11][C:10]1[C:2]([Cl:17])=[C:3]([CH:7]=[C:8]([Br:12])[CH:9]=1)[C:4]([OH:6])=[O:5], predict the reactants needed to synthesize it. The reactants are: N[C:2]1[C:10]([Br:11])=[CH:9][C:8]([Br:12])=[CH:7][C:3]=1[C:4]([OH:6])=[O:5].N([O-])=O.[Na+].[ClH:17]. (2) Given the product [CH3:34][N:35]1[CH2:40][CH2:39][N:38]([CH2:1][C:3]2[CH:8]=[CH:7][C:6]([C:9]3[CH:10]=[CH:11][C:12]([CH2:15][CH2:16][C:17]([C:19]4[O:20][C:21]([C:24]5[N:29]=[C:28]([C:30]([O:32][CH3:33])=[O:31])[CH:27]=[CH:26][CH:25]=5)=[CH:22][N:23]=4)=[O:18])=[CH:13][CH:14]=3)=[CH:5][CH:4]=2)[CH2:37][CH2:36]1, predict the reactants needed to synthesize it. The reactants are: [CH:1]([C:3]1[CH:8]=[CH:7][C:6]([C:9]2[CH:14]=[CH:13][C:12]([CH2:15][CH2:16][C:17]([C:19]3[O:20][C:21]([C:24]4[N:29]=[C:28]([C:30]([O:32][CH3:33])=[O:31])[CH:27]=[CH:26][CH:25]=4)=[CH:22][N:23]=3)=[O:18])=[CH:11][CH:10]=2)=[CH:5][CH:4]=1)=O.[CH3:34][N:35]1[CH2:40][CH2:39][NH:38][CH2:37][CH2:36]1.[BH-](OC(C)=O)(OC(C)=O)OC(C)=O.[Na+]. (3) Given the product [F:1][C:2]1[CH:3]=[C:4]([C:9]2(/[CH:15]=[CH:16]/[C:17]3[O:21][N:20]=[C:19]([C:22]4[CH:23]=[CH:24][C:25]([CH2:26][N:27]5[CH2:30][CH:29]([C:31]([OH:33])=[O:32])[CH2:28]5)=[CH:38][CH:39]=4)[N:18]=3)[CH2:10][CH2:11][CH2:12][CH2:13][CH2:14]2)[CH:5]=[CH:6][C:7]=1[F:8], predict the reactants needed to synthesize it. The reactants are: [F:1][C:2]1[CH:3]=[C:4]([C:9]2(/[CH:15]=[CH:16]/[C:17]3[O:21][N:20]=[C:19]([C:22]4[CH:39]=[CH:38][C:25]([CH2:26][N:27]5[CH2:30][CH:29]([C:31]([O:33]C(C)(C)C)=[O:32])[CH2:28]5)=[CH:24][CH:23]=4)[N:18]=3)[CH2:14][CH2:13][CH2:12][CH2:11][CH2:10]2)[CH:5]=[CH:6][C:7]=1[F:8].C(O)(C(F)(F)F)=O. (4) Given the product [CH2:1]([N:8]([CH2:24][C@H:22]([OH:23])[CH2:21][O:20][CH2:13][C:14]1[CH:19]=[CH:18][CH:17]=[CH:16][CH:15]=1)[CH2:9][CH2:10][CH2:11][OH:12])[C:2]1[CH:7]=[CH:6][CH:5]=[CH:4][CH:3]=1, predict the reactants needed to synthesize it. The reactants are: [CH2:1]([NH:8][CH2:9][CH2:10][CH2:11][OH:12])[C:2]1[CH:7]=[CH:6][CH:5]=[CH:4][CH:3]=1.[CH2:13]([O:20][CH2:21][C@@H:22]1[CH2:24][O:23]1)[C:14]1[CH:19]=[CH:18][CH:17]=[CH:16][CH:15]=1. (5) Given the product [CH2:1]([O:8][NH:9][C@@H:13]([CH2:14][O:15][C:16]1[CH:21]=[CH:20][C:19]([Br:22])=[CH:18][CH:17]=1)[CH2:12][NH2:11])[C:2]1[CH:3]=[CH:4][CH:5]=[CH:6][CH:7]=1, predict the reactants needed to synthesize it. The reactants are: [CH2:1]([O:8][N:9]1[C@@H:13]([CH2:14][O:15][C:16]2[CH:21]=[CH:20][C:19]([Br:22])=[CH:18][CH:17]=2)[CH2:12][NH:11]C1=O)[C:2]1[CH:7]=[CH:6][CH:5]=[CH:4][CH:3]=1.[OH-].[K+]. (6) Given the product [OH:8][CH2:9][C@@H:10]1[CH2:15][N:14]([CH3:16])[CH2:13][CH2:12][N:11]1[C:17]1[CH:18]=[CH:19][C:20]([O:41][C:42]([F:43])([F:44])[F:45])=[C:21]([NH:23][C:24]2[N:33]=[CH:32][C:31]3[CH2:30][CH2:29][C:28]4[C:34]([C:38]([NH2:40])=[O:39])=[N:35][N:36]([CH3:37])[C:27]=4[C:26]=3[N:25]=2)[CH:22]=1, predict the reactants needed to synthesize it. The reactants are: C([O:8][CH2:9][C@@H:10]1[CH2:15][N:14]([CH3:16])[CH2:13][CH2:12][N:11]1[C:17]1[CH:18]=[CH:19][C:20]([O:41][C:42]([F:45])([F:44])[F:43])=[C:21]([NH:23][C:24]2[N:33]=[CH:32][C:31]3[CH2:30][CH2:29][C:28]4[C:34]([C:38]([NH2:40])=[O:39])=[N:35][N:36]([CH3:37])[C:27]=4[C:26]=3[N:25]=2)[CH:22]=1)C1C=CC=CC=1.B(Cl)(Cl)Cl.CO. (7) Given the product [OH:25][C:19]1([C:15]2[CH:16]=[CH:17][CH:18]=[C:13]([O:12][CH3:11])[CH:14]=2)[CH2:24][CH2:23][CH2:22][N:21]([C:6]([C:5]2[CH:9]=[CH:10][C:2]([I:1])=[CH:3][CH:4]=2)=[O:7])[CH2:20]1, predict the reactants needed to synthesize it. The reactants are: [I:1][C:2]1[CH:10]=[CH:9][C:5]([C:6](Cl)=[O:7])=[CH:4][CH:3]=1.[CH3:11][O:12][C:13]1[CH:14]=[C:15]([C:19]2([OH:25])[CH2:24][CH2:23][CH2:22][NH:21][CH2:20]2)[CH:16]=[CH:17][CH:18]=1. (8) The reactants are: [OH-].[K+].C[O:4][C:5]([C@H:7]1[CH2:11][O:10][C:9]([CH3:13])([CH3:12])[O:8]1)=[O:6].Cl. Given the product [CH3:12][C:9]1([CH3:13])[O:8][C@@H:7]([C:5]([OH:6])=[O:4])[CH2:11][O:10]1, predict the reactants needed to synthesize it.